Dataset: Catalyst prediction with 721,799 reactions and 888 catalyst types from USPTO. Task: Predict which catalyst facilitates the given reaction. Reactant: C(OC(=O)[NH:7][C:8]1[CH:13]=[CH:12][C:11]([N:14]2[CH:18]=[CH:17][CH:16]=[CH:15]2)=[CH:10][C:9]=1[NH:19][C:20](=[O:36])[CH2:21][C:22](=O)[C:23]1[CH:28]=[CH:27][CH:26]=[C:25]([C:29]2[CH:34]=[CH:33][CH:32]=[CH:31][N:30]=2)[CH:24]=1)(C)(C)C.C(O)(C(F)(F)F)=O. Product: [N:30]1[CH:31]=[CH:32][CH:33]=[CH:34][C:29]=1[C:25]1[CH:24]=[C:23]([C:22]2[CH2:21][C:20](=[O:36])[NH:19][C:9]3[CH:10]=[C:11]([N:14]4[CH:18]=[CH:17][CH:16]=[CH:15]4)[CH:12]=[CH:13][C:8]=3[N:7]=2)[CH:28]=[CH:27][CH:26]=1. The catalyst class is: 2.